This data is from Peptide-MHC class II binding affinity with 134,281 pairs from IEDB. The task is: Regression. Given a peptide amino acid sequence and an MHC pseudo amino acid sequence, predict their binding affinity value. This is MHC class II binding data. (1) The peptide sequence is QLIYPLISPSFLVYS. The MHC is HLA-DPA10201-DPB11401 with pseudo-sequence HLA-DPA10201-DPB11401. The binding affinity (normalized) is 0.110. (2) The peptide sequence is TVWEQILNTWLVKPG. The MHC is DRB1_1602 with pseudo-sequence DRB1_1602. The binding affinity (normalized) is 0.668. (3) The peptide sequence is APSGRIVMELYADVV. The MHC is DRB1_1101 with pseudo-sequence DRB1_1101. The binding affinity (normalized) is 0.134. (4) The peptide sequence is GELQIVDKIDAAHKI. The MHC is DRB1_0802 with pseudo-sequence DRB1_0802. The binding affinity (normalized) is 0.593. (5) The peptide sequence is TGESSRCYSIQGPDG. The MHC is DRB1_0101 with pseudo-sequence DRB1_0101. The binding affinity (normalized) is 0.244. (6) The peptide sequence is AEMLVLLENERTLDYYDS. The MHC is DRB1_1101 with pseudo-sequence DRB1_1101. The binding affinity (normalized) is 0.148. (7) The peptide sequence is AKLMRDIPFRVGAVV. The MHC is DRB4_0101 with pseudo-sequence DRB4_0103. The binding affinity (normalized) is 0.610.